Dataset: NCI-60 drug combinations with 297,098 pairs across 59 cell lines. Task: Regression. Given two drug SMILES strings and cell line genomic features, predict the synergy score measuring deviation from expected non-interaction effect. (1) Drug 1: CC1=C(C=C(C=C1)NC(=O)C2=CC=C(C=C2)CN3CCN(CC3)C)NC4=NC=CC(=N4)C5=CN=CC=C5. Cell line: RPMI-8226. Synergy scores: CSS=38.4, Synergy_ZIP=-1.73, Synergy_Bliss=-3.06, Synergy_Loewe=-36.8, Synergy_HSA=-3.26. Drug 2: CC1C(C(CC(O1)OC2CC(CC3=C2C(=C4C(=C3O)C(=O)C5=C(C4=O)C(=CC=C5)OC)O)(C(=O)CO)O)N)O.Cl. (2) Drug 1: CN(C)C1=NC(=NC(=N1)N(C)C)N(C)C. Drug 2: CC1CCCC2(C(O2)CC(NC(=O)CC(C(C(=O)C(C1O)C)(C)C)O)C(=CC3=CSC(=N3)C)C)C. Cell line: SW-620. Synergy scores: CSS=-3.21, Synergy_ZIP=1.02, Synergy_Bliss=1.56, Synergy_Loewe=-3.88, Synergy_HSA=-2.04.